The task is: Predict the reaction yield, written as a fraction of the theoretical maximum amount of product (1.0 means a 100% yield; for example, 0.34 means a 34% yield).. This data is from Reaction yield outcomes from USPTO patents with 853,638 reactions. (1) The reactants are [Br:1][C:2]1[CH:7]=[CH:6][C:5](CC#N)=[C:4]([F:11])[C:3]=1[F:12].OS(O)(=O)=O.[CH3:18][C:19](=[O:23])[O:20]CC. The catalyst is O. The product is [Br:1][C:2]1[CH:7]=[CH:6][C:5]([CH2:18][C:19]([OH:20])=[O:23])=[C:4]([F:11])[C:3]=1[F:12]. The yield is 0.416. (2) The product is [OH:54][CH2:53][CH2:52][NH:51][C:18](=[O:20])[CH2:17][CH:14]1[S:13][C:12]([C:9]2[NH:10][C:11]3[C:7]([CH:8]=2)=[CH:6][CH:5]=[CH:4][C:3]=3[N:2]([CH3:1])[S:21]([C:24]2[S:25][CH:26]=[CH:27][CH:28]=2)(=[O:23])=[O:22])=[N:16][CH2:15]1. The reactants are [CH3:1][N:2]([S:21]([C:24]1[S:25][CH:26]=[CH:27][CH:28]=1)(=[O:23])=[O:22])[C:3]1[CH:4]=[CH:5][CH:6]=[C:7]2[C:11]=1[NH:10][C:9]([C:12]1[S:13][CH:14]([CH2:17][C:18]([OH:20])=O)[CH2:15][N:16]=1)=[CH:8]2.N1(O)C2C=CC=CC=2N=N1.Cl.CN(C)CCCN=C=NCC.[NH2:51][CH2:52][CH2:53][OH:54]. The catalyst is O1CCCC1.C(#N)C. The yield is 0.560. (3) The reactants are O.O.Cl[Sn]Cl.Cl.[N+:7]([C:10]1[CH:11]=[C:12]([C:17]2[CH:23]=[CH:22][C:20]([NH2:21])=[C:19]([N+:24]([O-])=O)[CH:18]=2)[CH:13]=[CH:14][C:15]=1[NH2:16])([O-])=O. No catalyst specified. The product is [NH2:7][C:10]1[CH:11]=[C:12]([C:17]2[CH:23]=[CH:22][C:20]([NH2:21])=[C:19]([NH2:24])[CH:18]=2)[CH:13]=[CH:14][C:15]=1[NH2:16]. The yield is 0.740. (4) The reactants are [NH2:1][C:2]([NH2:4])=[S:3].[C:5]([CH:8]([CH:14]([CH3:16])[CH3:15])[C:9](OCC)=[O:10])(=O)[CH3:6]. No catalyst specified. The product is [CH3:6][C:5]1[NH:4][C:2](=[S:3])[NH:1][C:9](=[O:10])[C:8]=1[CH:14]([CH3:16])[CH3:15]. The yield is 0.660. (5) The reactants are [F:1][C:2]1[CH:7]=[CH:6][CH:5]=[C:4]([F:8])[C:3]=1[C:9]1[O:10][C:11]([C:22]([O:24]CC)=[O:23])=[C:12]([C:14]2[CH:19]=[CH:18][C:17]([O:20][CH3:21])=[CH:16][CH:15]=2)[N:13]=1.O.[OH-].[Li+]. The catalyst is C1COCC1.O. The product is [F:1][C:2]1[CH:7]=[CH:6][CH:5]=[C:4]([F:8])[C:3]=1[C:9]1[O:10][C:11]([C:22]([OH:24])=[O:23])=[C:12]([C:14]2[CH:15]=[CH:16][C:17]([O:20][CH3:21])=[CH:18][CH:19]=2)[N:13]=1. The yield is 0.980.